This data is from Forward reaction prediction with 1.9M reactions from USPTO patents (1976-2016). The task is: Predict the product of the given reaction. (1) Given the reactants [CH3:1][C:2]1([CH3:8])[NH:6][C:5](=[O:7])[CH2:4][CH2:3]1.[Li+].C[Si]([N-][Si](C)(C)C)(C)C.[C:19](O[C:19]([O:21][C:22]([CH3:25])([CH3:24])[CH3:23])=[O:20])([O:21][C:22]([CH3:25])([CH3:24])[CH3:23])=[O:20], predict the reaction product. The product is: [CH3:1][C:2]1([CH3:8])[CH2:3][CH2:4][C:5](=[O:7])[N:6]1[C:19]([O:21][C:22]([CH3:25])([CH3:24])[CH3:23])=[O:20]. (2) Given the reactants FC(F)(F)C(O)=O.[Cl:8][C:9]1[CH:10]=[CH:11][C:12]([O:23][CH2:24][CH3:25])=[C:13]([C:15]2[CH:20]=[C:19]([NH2:21])[N:18]=[C:17]([NH2:22])[CH:16]=2)[CH:14]=1.B(O)(O)[C:27]1[CH:28]=[CH:29][C:30]([CH3:33])=[CH:31][CH:32]=1, predict the reaction product. The product is: [Cl:8][C:9]1[CH:10]=[CH:11][C:12]([O:23][CH2:24][CH3:25])=[C:13]([C:15]2([C:27]3[CH:32]=[CH:31][C:30]([CH3:33])=[CH:29][CH:28]=3)[CH:16]=[C:17]([NH2:22])[N:18]=[C:19]([NH2:21])[CH2:20]2)[CH:14]=1. (3) Given the reactants [NH2:1][C:2]1[CH:10]=[CH:9][C:8]([Cl:11])=[CH:7][C:3]=1[C:4](O)=[O:5].C(O)(=O)C.[O-:16][C:17]#[N:18].[K+].[OH-].[Na+], predict the reaction product. The product is: [Cl:11][C:8]1[CH:7]=[C:3]2[C:2](=[CH:10][CH:9]=1)[N:1]=[C:17]([OH:16])[N:18]=[C:4]2[OH:5]. (4) Given the reactants [H-].[Al+3].[Li+].[H-].[H-].[H-].N1CCOCC1.[F:13][C:14]1[CH:19]=[CH:18][C:17]([C:20]2[C:29]3[C:24](=[CH:25][CH:26]=[CH:27][CH:28]=3)[N:23]=[C:22]([CH:30]3[CH2:32][CH2:31]3)[C:21]=2[C:33](OC)=[O:34])=[CH:16][CH:15]=1.S(=O)(=O)(O)O, predict the reaction product. The product is: [F:13][C:14]1[CH:19]=[CH:18][C:17]([C:20]2[C:29]3[C:24](=[CH:25][CH:26]=[CH:27][CH:28]=3)[N:23]=[C:22]([CH:30]3[CH2:31][CH2:32]3)[C:21]=2[CH:33]=[O:34])=[CH:16][CH:15]=1. (5) Given the reactants [CH3:1][C:2]1[S:6][C:5]2[CH:7]=[C:8]3[C:13](=[C:14]([C:15]4[CH:20]=[C:19]([CH3:21])[C:18]([OH:22])=[C:17]([CH3:23])[CH:16]=4)[C:4]=2[C:3]=1[CH3:24])[CH:12]=[CH:11][CH:10]=[CH:9]3.[C:25](OC(=O)C)(=[O:27])[CH3:26], predict the reaction product. The product is: [CH3:1][C:2]1[S:6][C:5]2[CH:7]=[C:8]3[C:13](=[C:14]([C:15]4[CH:20]=[C:19]([CH3:21])[C:18]([O:22][C:25](=[O:27])[CH3:26])=[C:17]([CH3:23])[CH:16]=4)[C:4]=2[C:3]=1[CH3:24])[CH:12]=[CH:11][CH:10]=[CH:9]3.